Dataset: Catalyst prediction with 721,799 reactions and 888 catalyst types from USPTO. Task: Predict which catalyst facilitates the given reaction. (1) Reactant: [CH3:1][O:2][C:3]1[CH:4]=[C:5]2[C:10](=[CH:11][C:12]=1[O:13][CH3:14])[N:9]=[CH:8][N:7]=[C:6]2[O:15][C:16]1[CH:22]=[CH:21][C:19]([NH2:20])=[CH:18][CH:17]=1.C1(C)C=CC=CC=1.C(N(CC)CC)C.ClC(Cl)(O[C:41](=[O:47])[O:42][C:43](Cl)(Cl)Cl)Cl.[CH3:49][O:50][C:51]1[CH:61]=[CH:60][C:54]([O:55][CH2:56][CH2:57]CO)=[CH:53][CH:52]=1. Product: [CH3:1][O:2][C:3]1[CH:4]=[C:5]2[C:10](=[CH:11][C:12]=1[O:13][CH3:14])[N:9]=[CH:8][N:7]=[C:6]2[O:15][C:16]1[CH:22]=[CH:21][C:19]([NH:20][C:41](=[O:47])[O:42][CH2:43][CH2:57][CH2:56][O:55][C:54]2[CH:60]=[CH:61][C:51]([O:50][CH3:49])=[CH:52][CH:53]=2)=[CH:18][CH:17]=1. The catalyst class is: 2. (2) Reactant: [I:1][C:2]1[C:7]([OH:8])=[CH:6][CH:5]=[C:4]([I:9])[N:3]=1.Cl[CH2:11][O:12][CH3:13].[H-].[Na+]. Product: [I:1][C:2]1[C:7]([O:8][CH2:11][O:12][CH3:13])=[CH:6][CH:5]=[C:4]([I:9])[N:3]=1. The catalyst class is: 3. (3) Reactant: [Cl:1][C:2]1[CH:3]=[C:4]([CH:7]=[CH:8][CH:9]=1)[C:5]#[N:6].[CH3:10][O-:11].[Na+]. Product: [Cl:1][C:2]1[CH:3]=[C:4]([CH:7]=[CH:8][CH:9]=1)[C:5](=[NH:6])[O:11][CH3:10]. The catalyst class is: 24. (4) Reactant: Cl[C:2]1[N:7]=[N:6][C:5]([NH:8][CH2:9][CH2:10][N:11]([CH3:13])[CH3:12])=[CH:4][CH:3]=1.[OH-].[Na+].[BrH:16]. Product: [Br:16][C:2]1[N:7]=[N:6][C:5]([NH:8][CH2:9][CH2:10][N:11]([CH3:13])[CH3:12])=[CH:4][CH:3]=1. The catalyst class is: 6. (5) Reactant: C([O:9][C@H:10]1[C@@H:15]([O:16][CH2:17][C:18]2[CH:23]=[CH:22][CH:21]=[CH:20][CH:19]=2)[C@H:14]([O:24][CH2:25][C:26]2[CH:31]=[CH:30][CH:29]=[CH:28][CH:27]=2)[C@@H:13]([CH2:32][O:33][CH2:34][C:35]2[CH:40]=[CH:39][CH:38]=[CH:37][CH:36]=2)[O:12][C@@H:11]1[O:41][C@H:42]1[C@@H:60]([O:61][CH2:62][C:63]2[CH:68]=[CH:67][CH:66]=[CH:65][CH:64]=2)[C@H:59]([O:69][CH2:70][C:71]2[CH:76]=[CH:75][CH:74]=[CH:73][CH:72]=2)[C@@H:58]([CH2:77][O:78][CH2:79][C:80]2[CH:85]=[CH:84][CH:83]=[CH:82][CH:81]=2)[O:57][C@@H:43]1[O:44][CH2:45][CH2:46][CH2:47][CH2:48][CH2:49][CH2:50][CH2:51][CH2:52][C:53]([O:55][CH3:56])=[O:54])(=O)C1C=CC=CC=1.[Na]. Product: [CH2:17]([O:16][C@H:15]1[C@H:14]([O:24][CH2:25][C:26]2[CH:31]=[CH:30][CH:29]=[CH:28][CH:27]=2)[C@@H:13]([CH2:32][O:33][CH2:34][C:35]2[CH:40]=[CH:39][CH:38]=[CH:37][CH:36]=2)[O:12][C@H:11]([O:41][C@H:42]2[C@@H:60]([O:61][CH2:62][C:63]3[CH:68]=[CH:67][CH:66]=[CH:65][CH:64]=3)[C@H:59]([O:69][CH2:70][C:71]3[CH:72]=[CH:73][CH:74]=[CH:75][CH:76]=3)[C@@H:58]([CH2:77][O:78][CH2:79][C:80]3[CH:81]=[CH:82][CH:83]=[CH:84][CH:85]=3)[O:57][C@@H:43]2[O:44][CH2:45][CH2:46][CH2:47][CH2:48][CH2:49][CH2:50][CH2:51][CH2:52][C:53]([O:55][CH3:56])=[O:54])[C@H:10]1[OH:9])[C:18]1[CH:19]=[CH:20][CH:21]=[CH:22][CH:23]=1. The catalyst class is: 224. (6) Reactant: [H-].[Na+].Cl[CH2:4][CH2:5][S:6](Cl)(=[O:8])=[O:7].[CH3:10][O:11][C:12]1[CH:13]=[C:14]2[C:19](=[CH:20][CH:21]=1)[CH:18]=[C:17]([C:22]1[C:23]([NH2:28])=[N:24][CH:25]=[CH:26][CH:27]=1)[CH:16]=[CH:15]2. Product: [CH3:10][O:11][C:12]1[CH:13]=[C:14]2[C:19](=[CH:20][CH:21]=1)[CH:18]=[C:17]([C:22]1[C:23]3=[N:28][S:6](=[O:8])(=[O:7])[CH2:5][CH2:4][N:24]3[CH:25]=[CH:26][CH:27]=1)[CH:16]=[CH:15]2. The catalyst class is: 1. (7) Reactant: C(O)(=O)C.[CH2:5]([O:7][C:8]([CH:10]1[CH2:15][CH2:14][CH:13]([O:16][C:17]2[CH:22]=[CH:21][C:20]([NH:23][C:24]([C:26]3[O:27][C:28]([NH:31][C:32]4[CH:37]=[CH:36][C:35]([F:38])=[CH:34][CH:33]=4)=[N:29][N:30]=3)=O)=[C:19]([NH2:39])[CH:18]=2)[CH2:12][CH2:11]1)=[O:9])[CH3:6]. Product: [F:38][C:35]1[CH:36]=[CH:37][C:32]([NH:31][C:28]2[O:27][C:26]([C:24]3[NH:39][C:19]4[CH:18]=[C:17]([O:16][C@@H:13]5[CH2:14][CH2:15][C@H:10]([C:8]([O:7][CH2:5][CH3:6])=[O:9])[CH2:11][CH2:12]5)[CH:22]=[CH:21][C:20]=4[N:23]=3)=[N:30][N:29]=2)=[CH:33][CH:34]=1. The catalyst class is: 10. (8) Reactant: [Br:1][C:2]1[CH:10]=[C:9]2[C:5]([C:6]([NH:11][CH:12]3[CH2:17][CH2:16][O:15][CH2:14][CH2:13]3)=[N:7][NH:8]2)=[CH:4][CH:3]=1.C1(C)C=CC(S(O)(=O)=O)=CC=1.[O:29]1[CH:34]=[CH:33][CH2:32][CH2:31][CH2:30]1. Product: [Br:1][C:2]1[CH:10]=[C:9]2[C:5]([C:6]([NH:11][CH:12]3[CH2:17][CH2:16][O:15][CH2:14][CH2:13]3)=[N:7][N:8]2[CH:30]2[CH2:31][CH2:32][CH2:33][CH2:34][O:29]2)=[CH:4][CH:3]=1. The catalyst class is: 7. (9) Reactant: [OH-].[Na+].[C:3]([C:6]1[CH:7]=[C:8]([C:12]2[C:13]([C:26]3[CH:31]=[CH:30][CH:29]=[CH:28][CH:27]=3)=[N:14][C:15]3[C:20]([N:21]=2)=[CH:19][C:18]([C:22]([O:24]C)=[O:23])=[CH:17][CH:16]=3)[CH:9]=[CH:10][CH:11]=1)([OH:5])=[O:4]. The catalyst class is: 72. Product: [C:3]([C:6]1[CH:7]=[C:8]([C:12]2[C:13]([C:26]3[CH:31]=[CH:30][CH:29]=[CH:28][CH:27]=3)=[N:14][C:15]3[C:20]([N:21]=2)=[CH:19][C:18]([C:22]([OH:24])=[O:23])=[CH:17][CH:16]=3)[CH:9]=[CH:10][CH:11]=1)([OH:5])=[O:4]. (10) Reactant: [S:1]1[CH:5]=[CH:4][C:3]2[CH:6]=[CH:7][CH:8]=[CH:9][C:2]1=2.C([Li])CCC.C1C=CC(S(N(S(C2C=CC=CC=2)(=O)=O)[F:25])(=O)=O)=CC=1. Product: [F:25][C:5]1[S:1][C:2]2[CH:9]=[CH:8][CH:7]=[CH:6][C:3]=2[CH:4]=1. The catalyst class is: 1.